This data is from Catalyst prediction with 721,799 reactions and 888 catalyst types from USPTO. The task is: Predict which catalyst facilitates the given reaction. Reactant: Cl.C(OCC)(=[O:4])C.[Cl:8][C:9]1[CH:28]=[CH:27][C:12]2[O:13][C:14]3[CH:26]=[CH:25][CH:24]=[CH:23][C:15]=3[C@H:16]3[CH2:20][N:19]([CH3:21])[C:18](=[O:22])[C@@H:17]3[C:11]=2[CH:10]=1. Product: [ClH:8].[Cl:8][C:9]1[CH:28]=[CH:27][C:12]2[O:13][C:14]3[CH:26]=[CH:25][CH:24]=[CH:23][C:15]=3[C@@H:16]([CH2:20][NH:19][CH3:21])[C@H:17]([C:18]([OH:22])=[O:4])[C:11]=2[CH:10]=1. The catalyst class is: 113.